From a dataset of Reaction yield outcomes from USPTO patents with 853,638 reactions. Predict the reaction yield, written as a fraction of the theoretical maximum amount of product (1.0 means a 100% yield; for example, 0.34 means a 34% yield). The reactants are [Br:1][C:2]1[CH:7]=[C:6]([C:8]([CH3:11])([CH3:10])[CH3:9])[CH:5]=[CH:4][C:3]=1[O:12][CH3:13].[N+:14]([O-:17])([OH:16])=[O:15]. The catalyst is C(OC(=O)C)(=O)C.CCOC(C)=O.C([O-])(O)=O.[Na+]. The product is [N+:14]([O-:17])([OH:16])=[O:15].[Br:1][C:2]1[CH:7]=[C:6]([C:8]([CH3:10])([CH3:9])[CH3:11])[CH:5]=[C:4]([N+:14]([O-:16])=[O:15])[C:3]=1[O:12][CH3:13]. The yield is 0.700.